Dataset: Forward reaction prediction with 1.9M reactions from USPTO patents (1976-2016). Task: Predict the product of the given reaction. Given the reactants Cl.[C:2]([C:4]1[CH:5]=[C:6]([CH:27]=[CH:28][CH:29]=1)[C:7]([NH:9][C:10]1[C:11]([CH3:26])=[C:12]2[C:18]([CH:19]3[CH2:24][CH2:23][NH:22][CH2:21][CH2:20]3)=[CH:17][N:16]([CH3:25])[C:13]2=[N:14][CH:15]=1)=[O:8])#[N:3].CCN([CH:36]([CH3:38])[CH3:37])C(C)C.CN(C(ON1N=N[C:49]2[CH:50]=[CH:51][CH:52]=N[C:48]1=2)=[N+](C)C)C.F[P-](F)(F)(F)(F)F.CN(C=[O:67])C, predict the reaction product. The product is: [C:49]12([C@@H:36]([CH3:37])[C:38]([N:22]3[CH2:21][CH2:20][CH:19]([C:18]4[C:12]5[C:13](=[N:14][CH:15]=[C:10]([NH:9][C:7](=[O:8])[C:6]6[CH:27]=[CH:28][CH:29]=[C:4]([C:2]#[N:3])[CH:5]=6)[C:11]=5[CH3:26])[N:16]([CH3:25])[CH:17]=4)[CH2:24][CH2:23]3)=[O:67])[CH2:52][CH:51]([CH2:50]1)[CH2:48]2.